The task is: Regression. Given two drug SMILES strings and cell line genomic features, predict the synergy score measuring deviation from expected non-interaction effect.. This data is from NCI-60 drug combinations with 297,098 pairs across 59 cell lines. (1) Drug 1: C1=CC=C(C=C1)NC(=O)CCCCCCC(=O)NO. Drug 2: C1=CN(C=N1)CC(O)(P(=O)(O)O)P(=O)(O)O. Cell line: RXF 393. Synergy scores: CSS=20.9, Synergy_ZIP=-6.51, Synergy_Bliss=-1.39, Synergy_Loewe=0.0412, Synergy_HSA=1.19. (2) Drug 1: CC1C(C(=O)NC(C(=O)N2CCCC2C(=O)N(CC(=O)N(C(C(=O)O1)C(C)C)C)C)C(C)C)NC(=O)C3=C4C(=C(C=C3)C)OC5=C(C(=O)C(=C(C5=N4)C(=O)NC6C(OC(=O)C(N(C(=O)CN(C(=O)C7CCCN7C(=O)C(NC6=O)C(C)C)C)C)C(C)C)C)N)C. Drug 2: C1CNP(=O)(OC1)N(CCCl)CCCl. Cell line: HCT116. Synergy scores: CSS=30.8, Synergy_ZIP=-1.18, Synergy_Bliss=-3.17, Synergy_Loewe=-33.6, Synergy_HSA=-6.52. (3) Drug 1: C1CN1P(=S)(N2CC2)N3CC3. Drug 2: CC12CCC3C(C1CCC2OP(=O)(O)O)CCC4=C3C=CC(=C4)OC(=O)N(CCCl)CCCl.[Na+]. Cell line: SK-OV-3. Synergy scores: CSS=-3.04, Synergy_ZIP=3.16, Synergy_Bliss=4.89, Synergy_Loewe=-2.88, Synergy_HSA=-1.98. (4) Drug 1: CC1C(C(=O)NC(C(=O)N2CCCC2C(=O)N(CC(=O)N(C(C(=O)O1)C(C)C)C)C)C(C)C)NC(=O)C3=C4C(=C(C=C3)C)OC5=C(C(=O)C(=C(C5=N4)C(=O)NC6C(OC(=O)C(N(C(=O)CN(C(=O)C7CCCN7C(=O)C(NC6=O)C(C)C)C)C)C(C)C)C)N)C. Drug 2: CC1CCC2CC(C(=CC=CC=CC(CC(C(=O)C(C(C(=CC(C(=O)CC(OC(=O)C3CCCCN3C(=O)C(=O)C1(O2)O)C(C)CC4CCC(C(C4)OC)OCCO)C)C)O)OC)C)C)C)OC. Cell line: PC-3. Synergy scores: CSS=5.96, Synergy_ZIP=1.13, Synergy_Bliss=4.72, Synergy_Loewe=-2.45, Synergy_HSA=-1.02. (5) Drug 1: CS(=O)(=O)C1=CC(=C(C=C1)C(=O)NC2=CC(=C(C=C2)Cl)C3=CC=CC=N3)Cl. Drug 2: C1CCN(CC1)CCOC2=CC=C(C=C2)C(=O)C3=C(SC4=C3C=CC(=C4)O)C5=CC=C(C=C5)O. Cell line: SR. Synergy scores: CSS=9.23, Synergy_ZIP=1.33, Synergy_Bliss=0.104, Synergy_Loewe=0.753, Synergy_HSA=0.111. (6) Cell line: OVCAR-5. Drug 1: CC1=C2C(C(=O)C3(C(CC4C(C3C(C(C2(C)C)(CC1OC(=O)C(C(C5=CC=CC=C5)NC(=O)C6=CC=CC=C6)O)O)OC(=O)C7=CC=CC=C7)(CO4)OC(=O)C)O)C)OC(=O)C. Synergy scores: CSS=19.1, Synergy_ZIP=-5.28, Synergy_Bliss=-3.48, Synergy_Loewe=-19.8, Synergy_HSA=-5.89. Drug 2: C1=NC(=NC(=O)N1C2C(C(C(O2)CO)O)O)N. (7) Drug 1: C1CCN(CC1)CCOC2=CC=C(C=C2)C(=O)C3=C(SC4=C3C=CC(=C4)O)C5=CC=C(C=C5)O. Drug 2: CC1C(C(CC(O1)OC2CC(CC3=C2C(=C4C(=C3O)C(=O)C5=C(C4=O)C(=CC=C5)OC)O)(C(=O)CO)O)N)O.Cl. Cell line: SK-MEL-28. Synergy scores: CSS=38.7, Synergy_ZIP=0.648, Synergy_Bliss=0.606, Synergy_Loewe=-0.0713, Synergy_HSA=-0.0141.